This data is from Catalyst prediction with 721,799 reactions and 888 catalyst types from USPTO. The task is: Predict which catalyst facilitates the given reaction. (1) Reactant: [CH:1](=O)[C:2]1[CH:7]=[CH:6][CH:5]=[CH:4][CH:3]=1.[CH3:9][O:10][C:11]1[CH:12]=[C:13]([NH2:17])[CH:14]=[N:15][CH:16]=1.S([O-])([O-])(=O)=O.[Mg+2]. Product: [CH:1](=[N:17][C:13]1[CH:14]=[N:15][CH:16]=[C:11]([O:10][CH3:9])[CH:12]=1)[C:2]1[CH:7]=[CH:6][CH:5]=[CH:4][CH:3]=1. The catalyst class is: 8. (2) Reactant: Cl[C:2]1[CH:7]=[CH:6][N:5]=[CH:4][C:3]=1[N+:8]([O-:10])=[O:9].[N:11]1([C:18]([O:20][C:21]([CH3:24])([CH3:23])[CH3:22])=[O:19])[CH2:17][CH2:16][CH2:15][NH:14][CH2:13][CH2:12]1.CCN(C(C)C)C(C)C. Product: [N+:8]([C:3]1[CH:4]=[N:5][CH:6]=[CH:7][C:2]=1[N:14]1[CH2:15][CH2:16][CH2:17][N:11]([C:18]([O:20][C:21]([CH3:24])([CH3:23])[CH3:22])=[O:19])[CH2:12][CH2:13]1)([O-:10])=[O:9]. The catalyst class is: 14.